This data is from Reaction yield outcomes from USPTO patents with 853,638 reactions. The task is: Predict the reaction yield, written as a fraction of the theoretical maximum amount of product (1.0 means a 100% yield; for example, 0.34 means a 34% yield). (1) The reactants are [NH:1]1[C:9]2[C:4](=[CH:5][CH:6]=[CH:7][CH:8]=2)[C:3]([CH2:10][NH2:11])=[CH:2]1.CCN(CC)CC.[C:19](Cl)(=[O:22])[CH2:20][CH3:21]. The catalyst is CO. The product is [NH:1]1[C:9]2[C:4](=[CH:5][CH:6]=[CH:7][CH:8]=2)[C:3]([CH2:10][NH:11][C:19](=[O:22])[CH2:20][CH3:21])=[CH:2]1. The yield is 0.960. (2) The reactants are C[O:2][C:3]([C@H:5]1[CH2:9][CH2:8][C@H:7]([NH:10][C:11]([O:13][C:14]([CH3:17])([CH3:16])[CH3:15])=[O:12])[CH2:6]1)=O. The catalyst is C1COCC1. The product is [C:14]([O:13][C:11](=[O:12])[NH:10][C@H:7]1[CH2:8][CH2:9][C@H:5]([CH2:3][OH:2])[CH2:6]1)([CH3:17])([CH3:15])[CH3:16]. The yield is 0.970. (3) The reactants are [OH-].[K+].[CH2:3]([O:10][C:11]1[CH:20]=[C:19]([O:21][CH2:22][C:23]2[CH:28]=[CH:27][CH:26]=[CH:25][CH:24]=2)[C:18]([C:29]([CH3:31])=[CH2:30])=[CH:17][C:12]=1[C:13]([O:15]C)=[O:14])[C:4]1[CH:9]=[CH:8][CH:7]=[CH:6][CH:5]=1. The catalyst is CO.O. The product is [CH2:3]([O:10][C:11]1[CH:20]=[C:19]([O:21][CH2:22][C:23]2[CH:28]=[CH:27][CH:26]=[CH:25][CH:24]=2)[C:18]([C:29]([CH3:31])=[CH2:30])=[CH:17][C:12]=1[C:13]([OH:15])=[O:14])[C:4]1[CH:5]=[CH:6][CH:7]=[CH:8][CH:9]=1. The yield is 1.00. (4) The reactants are [CH3:1][C:2]1[N:6]([CH3:7])[C:5]2[CH:8]=[C:9]([C:22]([OH:24])=O)[C:10]3[CH2:11][CH2:12][CH:13]([C:16]4[CH:21]=[CH:20][CH:19]=[CH:18][CH:17]=4)[O:14][C:15]=3[C:4]=2[N:3]=1.F[B-](F)(F)F.N1(OC(N(C)C)=[N+](C)C)C2C=CC=CC=2N=N1.[CH3:47][O:48][CH2:49][CH2:50][NH2:51].O. The catalyst is ClCCl. The product is [CH3:47][O:48][CH2:49][CH2:50][NH:51][C:22]([C:9]1[C:10]2[CH2:11][CH2:12][CH:13]([C:16]3[CH:21]=[CH:20][CH:19]=[CH:18][CH:17]=3)[O:14][C:15]=2[C:4]2[N:3]=[C:2]([CH3:1])[N:6]([CH3:7])[C:5]=2[CH:8]=1)=[O:24]. The yield is 0.290. (5) The product is [O:1]=[C:2]1[C:7]([CH2:8][C:9]2[CH:14]=[CH:13][C:12]([C:15]3[CH:20]=[CH:19][CH:18]=[CH:17][C:16]=3[C:21]3[NH:25][C:24](=[O:26])[O:23][N:22]=3)=[CH:11][CH:10]=2)=[C:6]([CH2:27][CH2:28][CH3:29])[N:5]2[N:30]=[CH:31][N:32]=[C:4]2[N:3]1[C@H:33]1[CH2:38][CH2:37][C@H:36]([O:39][CH2:40][C:41]#[N:43])[CH2:35][CH2:34]1. The reactants are [O:1]=[C:2]1[C:7]([CH2:8][C:9]2[CH:14]=[CH:13][C:12]([C:15]3[CH:20]=[CH:19][CH:18]=[CH:17][C:16]=3[C:21]3[NH:25][C:24](=[O:26])[O:23][N:22]=3)=[CH:11][CH:10]=2)=[C:6]([CH2:27][CH2:28][CH3:29])[N:5]2[N:30]=[CH:31][N:32]=[C:4]2[N:3]1[C@H:33]1[CH2:38][CH2:37][C@H:36]([O:39][CH2:40][C:41]([NH2:43])=O)[CH2:35][CH2:34]1.N1C=CC=CC=1.FC(F)(F)C(OC(=O)C(F)(F)F)=O. The yield is 0.380. The catalyst is O1CCCC1.C(OCC)(=O)C. (6) The product is [Cl:35][C:4]1[CH:3]=[C:2]([C:37]2[S:36][CH:40]=[CH:39][CH:38]=2)[CH:7]=[CH:6][C:5]=1[C:8]1[C:31](=[O:32])[N:30]([CH2:33][CH3:34])[C:11]2[N:12]=[C:13]([NH:16][C:17]3[CH:22]=[CH:21][C:20]([N:23]4[CH2:28][CH2:27][N:26]([CH3:29])[CH2:25][CH2:24]4)=[CH:19][CH:18]=3)[N:14]=[CH:15][C:10]=2[CH:9]=1. The reactants are Br[C:2]1[CH:7]=[CH:6][C:5]([C:8]2[C:31](=[O:32])[N:30]([CH2:33][CH3:34])[C:11]3[N:12]=[C:13]([NH:16][C:17]4[CH:22]=[CH:21][C:20]([N:23]5[CH2:28][CH2:27][N:26]([CH3:29])[CH2:25][CH2:24]5)=[CH:19][CH:18]=4)[N:14]=[CH:15][C:10]=3[CH:9]=2)=[C:4]([Cl:35])[CH:3]=1.[S:36]1[CH:40]=[CH:39][CH:38]=[C:37]1B(O)O.[O-]P([O-])([O-])=O.[K+].[K+].[K+]. The catalyst is C1C=CC(P(C2C=CC=CC=2)[C-]2C=CC=C2)=CC=1.C1C=CC(P(C2C=CC=CC=2)[C-]2C=CC=C2)=CC=1.Cl[Pd]Cl.[Fe+2]. The yield is 1.00.